Dataset: Catalyst prediction with 721,799 reactions and 888 catalyst types from USPTO. Task: Predict which catalyst facilitates the given reaction. The catalyst class is: 3. Reactant: C(OC(N1CCC2C3C=CC=CC=3NC=2CC1)=O)(C)(C)C.[NH2:22][C:23](=[O:46])[CH2:24][N:25]1[C:33]2[CH:32]=[CH:31][CH:30]=[CH:29][C:28]=2[C:27]2[CH2:34][CH2:35][N:36]([C:39]([O:41][C:42]([CH3:45])([CH3:44])[CH3:43])=[O:40])[CH2:37][CH2:38][C:26]1=2.ICC(N)=O.[H-].[Na+]. Product: [NH2:22][C:23](=[O:46])[CH2:24][N:25]1[C:33]2[CH:32]=[CH:31][CH:30]=[CH:29][C:28]=2[C:27]2[CH2:34][CH2:35][N:36]([C:39]([O:41][C:42]([CH3:44])([CH3:43])[CH3:45])=[O:40])[CH2:37][CH2:38][C:26]1=2.